From a dataset of Reaction yield outcomes from USPTO patents with 853,638 reactions. Predict the reaction yield, written as a fraction of the theoretical maximum amount of product (1.0 means a 100% yield; for example, 0.34 means a 34% yield). (1) The reactants are Br[C:2]1[C:3]([F:19])=[CH:4][C:5]2[O:11][CH2:10][CH2:9][N:8]3[CH:12]=[C:13]([C:15]([NH2:17])=[O:16])[N:14]=[C:7]3[C:6]=2[CH:18]=1.[OH:20][C:21]([C:25]1[CH:29]=[C:28]([CH:30]=[O:31])[O:27][N:26]=1)([C:23]#[CH:24])[CH3:22]. No catalyst specified. The product is [F:19][C:3]1[C:2]([C:24]#[C:23][C:21]([C:25]2[CH:29]=[C:28]([CH:30]=[O:31])[O:27][N:26]=2)([OH:20])[CH3:22])=[CH:18][C:6]2[C:7]3[N:8]([CH:12]=[C:13]([C:15]([NH2:17])=[O:16])[N:14]=3)[CH2:9][CH2:10][O:11][C:5]=2[CH:4]=1. The yield is 0.100. (2) The reactants are C([N:3](CC)[C:4](=[O:14])[C:5]1[CH:10]=[CH:9][C:8]([F:11])=[CH:7][C:6]=1[CH:12]=O)C.O.[NH2:18]N.CCO.C([O-])(O)=O.[Na+]. The catalyst is CCOC(C)=O.CC(O)=O. The product is [F:11][C:8]1[CH:7]=[C:6]2[C:5](=[CH:10][CH:9]=1)[C:4](=[O:14])[NH:3][N:18]=[CH:12]2. The yield is 0.990. (3) The reactants are P(OCC)(OCC)OCC.[Br:11][C:12]1[CH:17]=[CH:16][C:15]([C:18]2[N:19]=[C:20]([C@@H:27]3[CH2:31][CH2:30][CH2:29][N:28]3[C:32]([O:34][C:35]([CH3:38])([CH3:37])[CH3:36])=[O:33])[N:21](O)[C:22]=2[CH2:23][CH2:24][CH3:25])=[CH:14][CH:13]=1. The catalyst is CN(C=O)C.C(OCC)(=O)C. The product is [Br:11][C:12]1[CH:13]=[CH:14][C:15]([C:18]2[N:19]=[C:20]([C@@H:27]3[CH2:31][CH2:30][CH2:29][N:28]3[C:32]([O:34][C:35]([CH3:36])([CH3:38])[CH3:37])=[O:33])[NH:21][C:22]=2[CH2:23][CH2:24][CH3:25])=[CH:16][CH:17]=1. The yield is 0.760. (4) The reactants are [CH2:1]([C@H:8]1[N:13]([C:14](=[O:36])[CH2:15][CH2:16][C:17]2[CH:22]=[CH:21][CH:20]=[CH:19][C:18]=2[O:23][C:24]2[CH:29]=[CH:28][CH:27]=[CH:26][C:25]=2[CH2:30][CH2:31][C:32]([O:34]C)=[O:33])[CH2:12][CH2:11][N:10]([C:37]([O:39][C:40]([CH3:43])([CH3:42])[CH3:41])=[O:38])[CH2:9]1)[C:2]1[CH:7]=[CH:6][CH:5]=[CH:4][CH:3]=1.[OH-].[Na+].Cl. The catalyst is CCO. The product is [CH2:1]([C@@H:8]1[CH2:9][N:10]([C:37]([O:39][C:40]([CH3:43])([CH3:41])[CH3:42])=[O:38])[CH2:11][CH2:12][N:13]1[C:14](=[O:36])[CH2:15][CH2:16][C:17]1[CH:22]=[CH:21][CH:20]=[CH:19][C:18]=1[O:23][C:24]1[CH:29]=[CH:28][CH:27]=[CH:26][C:25]=1[CH2:30][CH2:31][C:32]([OH:34])=[O:33])[C:2]1[CH:7]=[CH:6][CH:5]=[CH:4][CH:3]=1. The yield is 0.910. (5) The reactants are [Cl:1][C:2]1[CH:3]=[CH:4][C:5]([O:25][CH3:26])=[C:6]([CH:24]=1)[C:7]([NH:9][CH2:10][CH2:11][C:12]1[CH:13]=[CH:14][C:15]([O:22][CH3:23])=[C:16]([S:18]([NH2:21])(=[O:20])=[O:19])[CH:17]=1)=[O:8].[H-].[Na+].[CH3:29][N:30]=[C:31]=[S:32].Cl. The catalyst is CN(C)C=O. The product is [Cl:1][C:2]1[CH:3]=[CH:4][C:5]([O:25][CH3:26])=[C:6]([CH:24]=1)[C:7]([NH:9][CH2:10][CH2:11][C:12]1[CH:13]=[CH:14][C:15]([O:22][CH3:23])=[C:16]([S:18]([NH:21][C:31]([NH:30][CH3:29])=[S:32])(=[O:20])=[O:19])[CH:17]=1)=[O:8]. The yield is 0.960. (6) The reactants are Br[C:2]1[CH:7]=[CH:6][C:5]([C@@H:8]([N:10]2[CH2:15][CH2:14][C@@:13]([C:21]3[CH:26]=[CH:25][C:24]([F:27])=[CH:23][CH:22]=3)([CH2:16][C:17]([OH:20])([CH3:19])[CH3:18])[O:12][C:11]2=[O:28])[CH3:9])=[CH:4][CH:3]=1.[CH3:29][C:30]1([CH3:46])[C:34]([CH3:36])([CH3:35])[O:33][B:32]([B:32]2[O:33][C:34]([CH3:36])([CH3:35])[C:30]([CH3:46])([CH3:29])[O:31]2)[O:31]1.CC([O-])=O.[K+]. The catalyst is CS(C)=O.CCOC(C)=O. The product is [F:27][C:24]1[CH:25]=[CH:26][C:21]([C@:13]2([CH2:16][C:17]([OH:20])([CH3:19])[CH3:18])[O:12][C:11](=[O:28])[N:10]([C@H:8]([C:5]3[CH:6]=[CH:7][C:2]([B:32]4[O:33][C:34]([CH3:36])([CH3:35])[C:30]([CH3:46])([CH3:29])[O:31]4)=[CH:3][CH:4]=3)[CH3:9])[CH2:15][CH2:14]2)=[CH:22][CH:23]=1. The yield is 0.990.